This data is from Full USPTO retrosynthesis dataset with 1.9M reactions from patents (1976-2016). The task is: Predict the reactants needed to synthesize the given product. (1) Given the product [CH3:38][S:39]([OH:42])(=[O:41])=[O:40].[NH2:7][CH2:8][C:9]1[CH:10]=[C:11]([CH:15]2[CH2:20][CH2:19][N:18]([C:21]([C:23]3[O:24][C:25]([C:28]#[C:29][C:30]4[CH:35]=[CH:34][CH:33]=[CH:32][C:31]=4[F:36])=[CH:26][CH:27]=3)=[O:22])[CH2:17][CH2:16]2)[CH:12]=[CH:13][CH:14]=1, predict the reactants needed to synthesize it. The reactants are: C(OC(=O)[NH:7][CH2:8][C:9]1[CH:14]=[CH:13][CH:12]=[C:11]([CH:15]2[CH2:20][CH2:19][N:18]([C:21]([C:23]3[O:24][C:25]([C:28]#[C:29][C:30]4[CH:35]=[CH:34][CH:33]=[CH:32][C:31]=4[F:36])=[CH:26][CH:27]=3)=[O:22])[CH2:17][CH2:16]2)[CH:10]=1)(C)(C)C.[CH3:38][S:39]([OH:42])(=[O:41])=[O:40].C(=O)=O. (2) Given the product [C:6]([N:9]([C:14]1[C:15](=[O:28])[C:16]2[CH:20]=[C:19]([C:21]([O:23][CH3:24])=[O:22])[S:18][C:17]=2[C:25](=[O:27])[C:26]=1[NH:5][CH2:4][CH2:3][O:2][CH3:1])[CH2:10][CH2:11][O:12][CH3:13])(=[O:8])[CH3:7], predict the reactants needed to synthesize it. The reactants are: [CH3:1][O:2][CH2:3][CH2:4][NH2:5].[C:6]([N:9]([C:14]1[C:15](=[O:28])[C:16]2[CH:20]=[C:19]([C:21]([O:23][CH3:24])=[O:22])[S:18][C:17]=2[C:25](=[O:27])[CH:26]=1)[CH2:10][CH2:11][O:12][CH3:13])(=[O:8])[CH3:7]. (3) The reactants are: [CH3:1][O:2][C:3]1[CH:11]=[C:10]2[C:6]([C:7]([C:14]([OH:16])=O)=[C:8]([CH3:13])[N:9]2[CH3:12])=[CH:5][CH:4]=1.C(Cl)(=O)C(Cl)=O.[CH2:23]([NH2:27])[CH2:24][CH2:25][CH3:26]. Given the product [CH2:23]([NH:27][C:14]([C:7]1[C:6]2[C:10](=[CH:11][C:3]([O:2][CH3:1])=[CH:4][CH:5]=2)[N:9]([CH3:12])[C:8]=1[CH3:13])=[O:16])[CH2:24][CH2:25][CH3:26], predict the reactants needed to synthesize it.